This data is from Catalyst prediction with 721,799 reactions and 888 catalyst types from USPTO. The task is: Predict which catalyst facilitates the given reaction. (1) Reactant: [H-].[Na+].[CH2:3]([O:5][C:6](=[O:15])[C:7](=[C:12]([NH2:14])[NH2:13])[CH2:8][CH2:9][C:10]#[N:11])[CH3:4]. Product: [CH2:3]([O:5][C:6]([C:7]1[CH2:8][CH2:9][C:10]([NH2:11])=[N:14][C:12]=1[NH2:13])=[O:15])[CH3:4]. The catalyst class is: 1. (2) Reactant: Br[C:2]1[C:6]2[N:7]=[C:8]([CH3:12])[N:9]=[C:10]([Cl:11])[C:5]=2[N:4]([CH2:13][O:14][CH2:15][CH2:16][Si:17]([CH3:20])([CH3:19])[CH3:18])[C:3]=1[CH3:21].C([Li])CCC.CN([CH:30]=[O:31])C. Product: [Cl:11][C:10]1[C:5]2[N:4]([CH2:13][O:14][CH2:15][CH2:16][Si:17]([CH3:20])([CH3:19])[CH3:18])[C:3]([CH3:21])=[C:2]([CH:30]=[O:31])[C:6]=2[N:7]=[C:8]([CH3:12])[N:9]=1. The catalyst class is: 7. (3) Reactant: [NH2:1][C:2]1[N:7]([CH2:8][CH2:9][N:10]2[C:18](=[O:19])[C:17]3[C:12](=[CH:13][CH:14]=[CH:15][CH:16]=3)[C:11]2=[O:20])[C:6](=[O:21])[N:5]([CH2:22][CH2:23][CH3:24])[C:4](=[O:25])[C:3]=1[NH:26][C:27]([C:29]1[CH:30]=[N:31][N:32]([CH2:34][CH:35]2[CH2:39][C:38](=[O:40])[N:37]([C:41]3[CH:46]=[CH:45][CH:44]=[C:43]([C:47]([F:50])([F:49])[F:48])[CH:42]=3)[CH2:36]2)[CH:33]=1)=O.O=P12OP3(OP(OP(O3)(O1)=O)(=O)O2)=O. Product: [O:20]=[C:11]1[C:12]2[C:17](=[CH:16][CH:15]=[CH:14][CH:13]=2)[C:18](=[O:19])[N:10]1[CH2:9][CH2:8][N:7]1[C:2]2[N:1]=[C:27]([C:29]3[CH:30]=[N:31][N:32]([CH2:34][CH:35]4[CH2:39][C:38](=[O:40])[N:37]([C:41]5[CH:46]=[CH:45][CH:44]=[C:43]([C:47]([F:50])([F:48])[F:49])[CH:42]=5)[CH2:36]4)[CH:33]=3)[NH:26][C:3]=2[C:4](=[O:25])[N:5]([CH2:22][CH2:23][CH3:24])[C:6]1=[O:21]. The catalyst class is: 18. (4) Reactant: [CH3:1][O:2][C:3]1[CH:11]=[CH:10][C:6]([C:7](O)=[O:8])=[CH:5][C:4]=1[C:12]([F:15])([F:14])[F:13].C(Cl)(=O)C([Cl:19])=O.CN(C=O)C. The catalyst class is: 22. Product: [CH3:1][O:2][C:3]1[CH:11]=[CH:10][C:6]([C:7]([Cl:19])=[O:8])=[CH:5][C:4]=1[C:12]([F:15])([F:14])[F:13]. (5) Reactant: [F:1][C:2]([F:24])([F:23])[C:3]1[CH:8]=[C:7]([C:9]([F:12])([F:11])[F:10])[CH:6]=[CH:5][C:4]=1[C:13]1[CH:18]=[CH:17][N:16]=[C:15]([C:19](=[N:21][OH:22])[NH2:20])[CH:14]=1.[C:25](N1C=CN=C1)(N1C=CN=C1)=[O:26].N12CCCN=C1CCCCC2.Cl. Product: [F:24][C:2]([F:1])([F:23])[C:3]1[CH:8]=[C:7]([C:9]([F:10])([F:11])[F:12])[CH:6]=[CH:5][C:4]=1[C:13]1[CH:18]=[CH:17][N:16]=[C:15]([C:19]2[NH:21][O:22][C:25](=[O:26])[N:20]=2)[CH:14]=1. The catalyst class is: 132. (6) Reactant: CC(O)C.Cl.Cl.[NH2:7][CH2:8][C:9]1[C:10]([CH2:26][CH:27]([CH3:29])[CH3:28])=[N:11][C:12]([CH3:25])=[C:13]([C:17]=1[C:18]1[CH:23]=[CH:22][C:21]([CH3:24])=[CH:20][CH:19]=1)[C:14]([OH:16])=[O:15].[OH-].[Na+]. Product: [NH2:7][CH2:8][C:9]1[C:10]([CH2:26][CH:27]([CH3:29])[CH3:28])=[N:11][C:12]([CH3:25])=[C:13]([C:17]=1[C:18]1[CH:23]=[CH:22][C:21]([CH3:24])=[CH:20][CH:19]=1)[C:14]([OH:16])=[O:15]. The catalyst class is: 6. (7) Reactant: [N+:1]([C:4]1[CH:5]=[C:6]([CH:8]=[CH:9][CH:10]=1)[NH2:7])([O-:3])=[O:2].[O:11]1[CH2:14][C:13](=O)[CH2:12]1.C([BH3-])#N.[Na+]. Product: [N+:1]([C:4]1[CH:5]=[C:6]([NH:7][CH:13]2[CH2:14][O:11][CH2:12]2)[CH:8]=[CH:9][CH:10]=1)([O-:3])=[O:2]. The catalyst class is: 466. (8) Reactant: Cl.[CH3:2][N:3]([CH3:7])[CH2:4][CH:5]=O.[C:8]([O:11][C@@H:12]([C@:23]12[CH2:58][C:57](=[O:59])[C:56]([CH:60]([CH3:62])[CH3:61])=[C:24]1[C@@H:25]1[C@@:38]([CH3:41])([CH2:39][CH2:40]2)[C@@:37]2([CH3:42])[C@@H:28]([C@:29]3([CH3:55])[C@@H:34]([CH2:35][CH2:36]2)[C:33]([CH3:44])([CH3:43])[C@@H:32]([O:45][C:46](=[O:54])[CH2:47][C:48]([CH3:53])([CH3:52])[C:49]([OH:51])=[O:50])[CH2:31][CH2:30]3)[CH2:27][CH2:26]1)[CH2:13][NH:14][CH2:15][C:16]1[CH:21]=[CH:20][C:19]([Cl:22])=[CH:18][CH:17]=1)(=[O:10])[CH3:9].C([BH3-])#N.[Na+]. Product: [C:8]([O:11][C@@H:12]([C@:23]12[CH2:58][C:57](=[O:59])[C:56]([CH:60]([CH3:62])[CH3:61])=[C:24]1[C@@H:25]1[C@@:38]([CH3:41])([CH2:39][CH2:40]2)[C@@:37]2([CH3:42])[C@@H:28]([C@:29]3([CH3:55])[C@@H:34]([CH2:35][CH2:36]2)[C:33]([CH3:44])([CH3:43])[C@@H:32]([O:45][C:46](=[O:54])[CH2:47][C:48]([CH3:52])([CH3:53])[C:49]([OH:51])=[O:50])[CH2:31][CH2:30]3)[CH2:27][CH2:26]1)[CH2:13][N:14]([CH2:15][C:16]1[CH:17]=[CH:18][C:19]([Cl:22])=[CH:20][CH:21]=1)[CH2:5][CH2:4][N:3]([CH3:7])[CH3:2])(=[O:10])[CH3:9]. The catalyst class is: 5. (9) Reactant: C([Si](C)(C)[O:6][CH2:7][CH2:8][CH2:9][CH2:10][CH2:11][CH2:12][CH2:13][CH2:14][CH2:15][N:16]([CH3:39])[C@H:17]1[C@H:21]2[CH2:22][CH2:23][C@@H:18]1[C@H:19]([O:24][C:25](=[O:38])[C:26]([OH:37])([C:32]1[S:33][CH:34]=[CH:35][CH:36]=1)[C:27]1[S:28][CH:29]=[CH:30][CH:31]=1)[CH2:20]2)(C)(C)C.Cl.C([O-])(O)=O.[Na+]. Product: [OH:6][CH2:7][CH2:8][CH2:9][CH2:10][CH2:11][CH2:12][CH2:13][CH2:14][CH2:15][N:16]([CH3:39])[C@H:17]1[C@H:21]2[CH2:22][CH2:23][C@@H:18]1[C@H:19]([O:24][C:25](=[O:38])[C:26]([OH:37])([C:32]1[S:33][CH:34]=[CH:35][CH:36]=1)[C:27]1[S:28][CH:29]=[CH:30][CH:31]=1)[CH2:20]2. The catalyst class is: 1. (10) Reactant: [C:1]([C:3]1[CH:18]=[CH:17][CH:16]=[CH:15][C:4]=1[O:5][C:6]1[CH:14]=[CH:13][C:9]([C:10]([OH:12])=O)=[CH:8][CH:7]=1)#[N:2].ON1C2C=CC=CC=2N=N1.C(N(CC)CC)C.[NH2:36][CH2:37][C:38]1[C:39]([OH:46])=[N:40][C:41]([CH3:45])=[CH:42][C:43]=1[CH3:44]. Product: [C:1]([C:3]1[CH:18]=[CH:17][CH:16]=[CH:15][C:4]=1[O:5][C:6]1[CH:7]=[CH:8][C:9]([C:10]([NH:36][CH2:37][C:38]2[C:39]([OH:46])=[N:40][C:41]([CH3:45])=[CH:42][C:43]=2[CH3:44])=[O:12])=[CH:13][CH:14]=1)#[N:2]. The catalyst class is: 229.